This data is from Catalyst prediction with 721,799 reactions and 888 catalyst types from USPTO. The task is: Predict which catalyst facilitates the given reaction. Reactant: [Cl:1][C:2]1[CH:3]=[C:4]([CH:8]=[CH:9][N:10]=1)[C:5]([OH:7])=O.CN(C(ON1N=NC2C=CC=NC1=2)=[N+](C)C)C.F[P-](F)(F)(F)(F)F.C([N:38]([CH:41]([CH3:43])[CH3:42])CC)(C)C.[I:44][C:45]1C=CC(N)=[CH:47][C:46]=1[CH3:52]. Product: [Cl:1][C:2]1[CH:3]=[C:4]([CH:8]=[CH:9][N:10]=1)[C:5]([NH:38][C:41]1[CH:42]=[CH:47][C:46]([CH3:52])=[C:45]([I:44])[CH:43]=1)=[O:7]. The catalyst class is: 9.